From a dataset of hERG Central: cardiac toxicity at 1µM, 10µM, and general inhibition. Predict hERG channel inhibition at various concentrations. The drug is COc1cccc(-n2c(SCC(=O)NCCC3=CCCCC3)nc3n[nH]c(C)c3c2=N)c1. Results: hERG_inhib (hERG inhibition (general)): blocker.